This data is from Catalyst prediction with 721,799 reactions and 888 catalyst types from USPTO. The task is: Predict which catalyst facilitates the given reaction. (1) Reactant: [F:1][C:2]1[CH:3]=[C:4]([C:10]2[CH:11]=[C:12]3[C:17](=[CH:18][CH:19]=2)[CH:16]=[C:15]([OH:20])[CH:14]=[CH:13]3)[CH:5]=[CH:6][C:7]=1[O:8][CH3:9].C1C(=O)N([Cl:28])C(=O)C1. Product: [Cl:28][C:16]1[C:17]2[C:12](=[CH:11][C:10]([C:4]3[CH:5]=[CH:6][C:7]([O:8][CH3:9])=[C:2]([F:1])[CH:3]=3)=[CH:19][CH:18]=2)[CH:13]=[CH:14][C:15]=1[OH:20]. The catalyst class is: 1. (2) Reactant: CCOC(C1(C2C=CC=CC=2)C(N(C)C)C=CCC1)=O.Cl.[CH2:22]=[CH:23][CH2:24][N:25]1[C@@H:42]2[CH2:43][C:30]3[CH:31]=[CH:32][C:33]([OH:45])=[C:34]4[O:35][C@H:36]5[C:37]([CH2:39][CH2:40][C@:41]2([OH:44])[C@:28]5([C:29]=34)[CH2:27][CH2:26]1)=[O:38].Cl. Product: [CH2:22]=[CH:23][CH2:24][N:25]1[C@@H:42]2[CH2:43][C:30]3[CH:31]=[CH:32][C:33]([OH:45])=[C:34]4[O:35][C@H:36]5[C:37]([CH2:39][CH2:40][C@:41]2([OH:44])[C@:28]5([C:29]=34)[CH2:27][CH2:26]1)=[O:38]. The catalyst class is: 6. (3) Reactant: C(O)CC.[ClH:5].[NH2:6][C:7]1[C:12]([C:13]2[CH:18]=[CH:17][C:16]([NH:19][C:20]([C:22]3[C:27](=[O:28])[C:26]([C:29]4[CH:34]=[CH:33][C:32]([F:35])=[CH:31][CH:30]=4)=[CH:25][N:24]([CH2:36][C:37]([F:40])([F:39])[F:38])[CH:23]=3)=[O:21])=[CH:15][CH:14]=2)=[CH:11][C:10]([C:41]2[CH:46]=[CH:45][C:44]([O:47][CH3:48])=[C:43]([O:49][CH3:50])[CH:42]=2)=[CH:9][N:8]=1. Product: [ClH:5].[NH2:6][C:7]1[C:12]([C:13]2[CH:14]=[CH:15][C:16]([NH:19][C:20]([C:22]3[C:27](=[O:28])[C:26]([C:29]4[CH:30]=[CH:31][C:32]([F:35])=[CH:33][CH:34]=4)=[CH:25][N:24]([CH2:36][C:37]([F:38])([F:39])[F:40])[CH:23]=3)=[O:21])=[CH:17][CH:18]=2)=[CH:11][C:10]([C:41]2[CH:46]=[CH:45][C:44]([O:47][CH3:48])=[C:43]([O:49][CH3:50])[CH:42]=2)=[CH:9][N:8]=1. The catalyst class is: 6.